This data is from Reaction yield outcomes from USPTO patents with 853,638 reactions. The task is: Predict the reaction yield, written as a fraction of the theoretical maximum amount of product (1.0 means a 100% yield; for example, 0.34 means a 34% yield). (1) The reactants are O.[OH-].[Li+].C[O:5][C:6](=[O:37])[CH2:7][C:8]1[C:17]([CH3:18])=[C:16]([C:19]2[CH:24]=[CH:23][C:22]([S:25](=[O:35])(=[O:34])[NH:26][CH2:27][C:28]3[CH:33]=[CH:32][CH:31]=[CH:30][CH:29]=3)=[CH:21][CH:20]=2)[C:15]2[C:10](=[CH:11][CH:12]=[C:13]([Cl:36])[CH:14]=2)[CH:9]=1.C1COCC1.O. The catalyst is CCCCCC. The product is [CH2:27]([NH:26][S:25]([C:22]1[CH:21]=[CH:20][C:19]([C:16]2[C:15]3[C:10](=[CH:11][CH:12]=[C:13]([Cl:36])[CH:14]=3)[CH:9]=[C:8]([CH2:7][C:6]([OH:37])=[O:5])[C:17]=2[CH3:18])=[CH:24][CH:23]=1)(=[O:35])=[O:34])[C:28]1[CH:33]=[CH:32][CH:31]=[CH:30][CH:29]=1. The yield is 0.920. (2) The reactants are N1CCCCC1.C1C2C(COC(=O)[NH:23][CH2:24][CH2:25][CH2:26][CH2:27][CH2:28][CH2:29][CH2:30][CH2:31][CH2:32][CH2:33][C:34](=[O:69])[NH:35][C:36]3[CH:41]=[CH:40][CH:39]=[C:38]([CH3:42])[C:37]=3[C:43]3[CH:48]=[CH:47][CH:46]=[C:45]([S:49]([C:52]4[CH:56]=[C:55]([C:57]([NH:59][C:60]([O:62][C:63]([CH3:66])([CH3:65])[CH3:64])=[O:61])=[NH:58])[S:54][C:53]=4[S:67][CH3:68])(=[O:51])=[O:50])[CH:44]=3)C3C(=CC=CC=3)C=2C=CC=1. The catalyst is CN(C=O)C. The product is [C:63]([O:62][C:60](=[O:61])[NH:59][C:57]([C:55]1[S:54][C:53]([S:67][CH3:68])=[C:52]([S:49]([C:45]2[CH:44]=[C:43]([C:37]3[C:38]([CH3:42])=[CH:39][CH:40]=[CH:41][C:36]=3[NH:35][C:34](=[O:69])[CH2:33][CH2:32][CH2:31][CH2:30][CH2:29][CH2:28][CH2:27][CH2:26][CH2:25][CH2:24][NH2:23])[CH:48]=[CH:47][CH:46]=2)(=[O:51])=[O:50])[CH:56]=1)=[NH:58])([CH3:66])([CH3:65])[CH3:64]. The yield is 0.770.